From a dataset of Forward reaction prediction with 1.9M reactions from USPTO patents (1976-2016). Predict the product of the given reaction. (1) Given the reactants [CH3:1][O:2][C:3]1[CH:8]=[CH:7][C:6]([F:9])=[CH:5][C:4]=1B(O)O.Br[C:14]1[CH:19]=[CH:18][CH:17]=[CH:16][C:15]=1[C:20]([F:23])([F:22])[F:21], predict the reaction product. The product is: [F:9][C:6]1[CH:7]=[CH:8][C:3]([O:2][CH3:1])=[C:4]([C:14]2[CH:19]=[CH:18][CH:17]=[CH:16][C:15]=2[C:20]([F:23])([F:22])[F:21])[CH:5]=1. (2) Given the reactants C([O:3][C:4]([C:6]1[S:7][C:8]([S:11][C:12]2[CH:17]=[CH:16][CH:15]=[CH:14][CH:13]=2)=[N:9][N:10]=1)=[O:5])C.[OH-].[Na+], predict the reaction product. The product is: [C:12]1([S:11][C:8]2[S:7][C:6]([C:4]([OH:5])=[O:3])=[N:10][N:9]=2)[CH:13]=[CH:14][CH:15]=[CH:16][CH:17]=1. (3) Given the reactants [C:1]1([CH:7]2[O:12][CH2:11][CH2:10][NH:9][CH2:8]2)[CH:6]=[CH:5][CH:4]=[CH:3][CH:2]=1.[C:13]1([CH2:19][CH2:20][C:21](Cl)=[O:22])[CH:18]=[CH:17][CH:16]=[CH:15][CH:14]=1.C(N(CC)CC)C, predict the reaction product. The product is: [C:13]1([CH2:19][CH2:20][C:21]([N:9]2[CH2:10][CH2:11][O:12][CH:7]([C:1]3[CH:2]=[CH:3][CH:4]=[CH:5][CH:6]=3)[CH2:8]2)=[O:22])[CH:18]=[CH:17][CH:16]=[CH:15][CH:14]=1. (4) Given the reactants [C:1]([O:4][C@H:5]1[C@H:9]([O:10][C:11](=[O:13])[CH3:12])[C@H:8]([C:14]2[C:18]3[N:19]=[CH:20][NH:21][C:22](=O)[C:17]=3[NH:16][CH:15]=2)[N:7]([C:24]([O:26][C:27]([CH3:30])([CH3:29])[CH3:28])=[O:25])[C@@H:6]1[CH2:31][O:32][C:33](=[O:35])[CH3:34])(=[O:3])[CH3:2].CN(C)C1C=CC=CC=1.O=P(Cl)(Cl)[Cl:47].C(Cl)(Cl)Cl, predict the reaction product. The product is: [C:1]([O:4][C@H:5]1[C@H:9]([O:10][C:11](=[O:13])[CH3:12])[C@H:8]([C:14]2[C:18]3[N:19]=[CH:20][N:21]=[C:22]([Cl:47])[C:17]=3[NH:16][CH:15]=2)[N:7]([C:24]([O:26][C:27]([CH3:30])([CH3:29])[CH3:28])=[O:25])[C@@H:6]1[CH2:31][O:32][C:33](=[O:35])[CH3:34])(=[O:3])[CH3:2]. (5) Given the reactants [NH2:1][C:2]([NH:4][C:5]1[C:6]([C:17]([NH2:19])=[O:18])=[N:7][N:8]([C:10]2[CH:15]=[CH:14][C:13](I)=[CH:12][CH:11]=2)[CH:9]=1)=[O:3].NC(NC1C(C(N)=O)=NN(C2C=CC(Br)=CC=2)C=1)=O.C([O-])(=O)C.[Cs+].[F:44][C:45]1[CH:50]=[CH:49][CH:48]=[CH:47][C:46]=1[SH:51], predict the reaction product. The product is: [F:44][C:45]1[CH:50]=[CH:49][CH:48]=[CH:47][C:46]=1[S:51][C:13]1[CH:14]=[CH:15][C:10]([N:8]2[CH:9]=[C:5]([NH:4][C:2]([NH2:1])=[O:3])[C:6]([C:17](=[O:18])[NH2:19])=[N:7]2)=[CH:11][CH:12]=1. (6) Given the reactants [OH-].[Na+].[O:3]1[CH:7]=[CH:6][C:5]([C:8]2[CH:9]=[C:10]([C:14]([O:16]C)=[O:15])[CH:11]=[N:12][CH:13]=2)=[CH:4]1.C(O)(=O)CC(CC(O)=O)(C(O)=O)O, predict the reaction product. The product is: [O:3]1[CH:7]=[CH:6][C:5]([C:8]2[CH:9]=[C:10]([C:14]([OH:16])=[O:15])[CH:11]=[N:12][CH:13]=2)=[CH:4]1. (7) Given the reactants [CH3:1][O:2][C:3]([C@@H:5]1[CH2:9][C@@H:8]([S:10]([C:13]2[CH:18]=[CH:17][CH:16]=[CH:15][C:14]=2[C:19]([F:22])([F:21])[F:20])(=[O:12])=[O:11])[CH2:7][N:6]1[C:23](=S)[CH2:24][C:25](=O)[CH:26]1[CH2:31][CH2:30][O:29][CH2:28][CH2:27]1)=[O:4].Cl.[CH:35]1([NH:39][NH2:40])[CH2:38][CH2:37][CH2:36]1, predict the reaction product. The product is: [CH3:1][O:2][C:3]([C@@H:5]1[CH2:9][C@@H:8]([S:10]([C:13]2[CH:18]=[CH:17][CH:16]=[CH:15][C:14]=2[C:19]([F:22])([F:21])[F:20])(=[O:11])=[O:12])[CH2:7][N:6]1[C:23]1[N:39]([CH:35]2[CH2:38][CH2:37][CH2:36]2)[N:40]=[C:25]([CH:26]2[CH2:27][CH2:28][O:29][CH2:30][CH2:31]2)[CH:24]=1)=[O:4]. (8) Given the reactants FC(F)(F)C(O)=O.COC([C@@H]1C[C@H](N=[N+]=[N-])CN1)=O.[CH3:20][O:21][C:22]([C@@H:24]1[CH2:28][C@H:27]([NH2:29])[CH2:26][N:25]1[CH2:30][CH:31]1[CH2:36][CH2:35][CH2:34][CH2:33][CH2:32]1)=[O:23], predict the reaction product. The product is: [CH3:20][O:21][C:22]([C@@H:24]1[CH2:28][C@H:27]([NH2:29])[CH2:26][N:25]1[CH2:30][C:31]1[CH:36]=[CH:35][CH:34]=[CH:33][CH:32]=1)=[O:23].